This data is from Reaction yield outcomes from USPTO patents with 853,638 reactions. The task is: Predict the reaction yield, written as a fraction of the theoretical maximum amount of product (1.0 means a 100% yield; for example, 0.34 means a 34% yield). (1) The reactants are C[C:2]([CH3:5])([O-:4])C.[K+].[F:7][C:8]1[CH:9]=[C:10]([C:15]2([CH:21]=O)[CH2:20][CH2:19][CH2:18][CH2:17][CH2:16]2)[CH:11]=[CH:12][C:13]=1[F:14].C1C[O:26][CH2:25][CH2:24]1. The catalyst is CCOC(C)=O. The product is [F:7][C:8]1[CH:9]=[C:10]([C:15]2(/[CH:21]=[CH:24]/[C:25]([O:4][CH2:2][CH3:5])=[O:26])[CH2:16][CH2:17][CH2:18][CH2:19][CH2:20]2)[CH:11]=[CH:12][C:13]=1[F:14]. The yield is 0.459. (2) The reactants are [P:1]([Cl:5])(Cl)([Cl:3])=[O:2].N1C(C)=CC=CC=1C.[N:14]1([CH:19]2[CH2:24][CH2:23][NH:22][CH2:21][CH2:20]2)[CH2:18][CH2:17][CH2:16][CH2:15]1. The catalyst is C(Cl)Cl. The product is [ClH:3].[N:14]1([CH:19]2[CH2:24][CH2:23][N:22]([P:1]([Cl:5])([Cl:3])=[O:2])[CH2:21][CH2:20]2)[CH2:18][CH2:17][CH2:16][CH2:15]1. The yield is 0.910. (3) The reactants are Br[C:2]1[C:3]([O:12][CH3:13])=[CH:4][C:5]([O:10][CH3:11])=[C:6]([CH:9]=1)[CH:7]=[O:8].[O:14]1[CH:18]=[CH:17][CH2:16][CH2:15]1.C(=O)([O-])[O-].[Cs+].[Cs+]. The catalyst is O1CCOCC1.[Pd].O.CC(C)([P](C(C)(C)C)([Pd][P](C(C)(C)C)(C(C)(C)C)C(C)(C)C)C(C)(C)C)C. The product is [O:14]1[CH2:18][CH:17]=[CH:16][CH:15]1[C:2]1[C:3]([O:12][CH3:13])=[CH:4][C:5]([O:10][CH3:11])=[C:6]([CH:9]=1)[CH:7]=[O:8]. The yield is 0.500.